Dataset: Full USPTO retrosynthesis dataset with 1.9M reactions from patents (1976-2016). Task: Predict the reactants needed to synthesize the given product. (1) Given the product [OH:4][CH2:3][C:2]([C:16]1[O:20][N:19]=[C:18]([NH:21][C:22](=[O:37])[C:23]([CH3:24])([S:25]([CH2:28][CH2:29][CH:30]2[CH2:35][CH2:34][O:33][CH2:32][CH2:31]2)(=[O:27])=[O:26])[CH3:36])[CH:17]=1)([CH3:15])[CH3:1], predict the reactants needed to synthesize it. The reactants are: [CH3:1][C:2]([C:16]1[O:20][N:19]=[C:18]([NH:21][C:22](=[O:37])[C:23]([CH3:36])([S:25]([CH2:28][CH2:29][CH:30]2[CH2:35][CH2:34][O:33][CH2:32][CH2:31]2)(=[O:27])=[O:26])[CH3:24])[CH:17]=1)([CH3:15])[CH2:3][O:4][Si](C(C)C)(C(C)C)C(C)C.[F-].C([N+](CCCC)(CCCC)CCCC)CCC. (2) The reactants are: [C:1](/[CH:3]=[CH:4]/[S:5]([C:8]1[CH:13]=[CH:12][C:11]([C:14]([CH3:19])([CH3:18])[C:15]([OH:17])=O)=[CH:10][CH:9]=1)(=[O:7])=[O:6])#[N:2].Cl.CN(C)CCCN=C=NCC.[CH2:32]([NH:34][C:35](=S)[NH:36][NH2:37])[CH3:33]. Given the product [CH2:32]([NH:34][C:35]1[O:17][C:15]([C:14]([C:11]2[CH:10]=[CH:9][C:8]([S:5](/[CH:4]=[CH:3]/[C:1]#[N:2])(=[O:6])=[O:7])=[CH:13][CH:12]=2)([CH3:19])[CH3:18])=[N:37][N:36]=1)[CH3:33], predict the reactants needed to synthesize it. (3) Given the product [S:33]1[C:34]2[CH:40]=[CH:39][CH:38]=[CH:37][C:35]=2[N:36]=[C:32]1[N:21]1[CH2:22][CH2:23][CH:18]([CH2:17][C:13]2[N:12]=[C:11]([C:24]([O:26][C:27]([CH3:30])([CH3:29])[CH3:28])=[O:25])[C:10]([O:9][CH2:2][C:3]3[CH:4]=[CH:5][CH:6]=[CH:7][CH:8]=3)=[C:15]([CH3:16])[N:14]=2)[CH2:19][CH2:20]1, predict the reactants needed to synthesize it. The reactants are: Cl.[CH2:2]([O:9][C:10]1[C:11]([C:24]([O:26][C:27]([CH3:30])([CH3:29])[CH3:28])=[O:25])=[N:12][C:13]([CH2:17][CH:18]2[CH2:23][CH2:22][NH:21][CH2:20][CH2:19]2)=[N:14][C:15]=1[CH3:16])[C:3]1[CH:8]=[CH:7][CH:6]=[CH:5][CH:4]=1.Cl[C:32]1[S:33][C:34]2[CH:40]=[CH:39][CH:38]=[CH:37][C:35]=2[N:36]=1.C(N(C(C)C)CC)(C)C. (4) Given the product [CH2:12]([NH:11][C@@H:10]([CH2:9][OH:8])[CH2:16][CH2:17][CH3:18])[CH2:13][CH3:14], predict the reactants needed to synthesize it. The reactants are: [H-].[Al+3].[Li+].[H-].[H-].[H-].C[O:8][C:9](=O)[C@@H:10]([CH2:16][CH2:17][CH3:18])[NH:11][C:12](=O)[CH2:13][CH3:14].[OH-].[Na+].